This data is from Catalyst prediction with 721,799 reactions and 888 catalyst types from USPTO. The task is: Predict which catalyst facilitates the given reaction. (1) Reactant: [F:1][C:2]1[CH:37]=[CH:36][CH:35]=[C:34]([F:38])[C:3]=1[O:4][CH2:5][CH2:6][N:7]1[CH2:12][CH2:11][C:10]([CH2:18][CH2:19][CH2:20][C:21]2[C:30]3[C:25](=[CH:26][CH:27]=[C:28]([O:31][CH3:32])[CH:29]=3)[N:24]=[CH:23][C:22]=2[F:33])([C:13]([O:15]CC)=[O:14])[CH2:9][CH2:8]1.[OH-].[Na+]. Product: [F:38][C:34]1[CH:35]=[CH:36][CH:37]=[C:2]([F:1])[C:3]=1[O:4][CH2:5][CH2:6][N:7]1[CH2:8][CH2:9][C:10]([CH2:18][CH2:19][CH2:20][C:21]2[C:30]3[C:25](=[CH:26][CH:27]=[C:28]([O:31][CH3:32])[CH:29]=3)[N:24]=[CH:23][C:22]=2[F:33])([C:13]([OH:15])=[O:14])[CH2:11][CH2:12]1. The catalyst class is: 169. (2) The catalyst class is: 55. Reactant: [I:1]N1C(=O)CCC1=O.[Br:9][C:10]1[C:11]([CH:16]=[O:17])=[CH:12][S:13][C:14]=1[Cl:15].C(OCC)(=O)C. Product: [Br:9][C:10]1[C:11]([CH:16]=[O:17])=[C:12]([I:1])[S:13][C:14]=1[Cl:15]. (3) Reactant: Cl.[NH:2]1[CH2:7][CH2:6][CH:5]([C:8]2[C:9]([O:14][CH:15]3[CH2:18][N:17]([C:19]4[CH:28]=[CH:27][C:26]5[C:21](=[CH:22][CH:23]=[CH:24][CH:25]=5)[N:20]=4)[CH2:16]3)=[N:10][CH:11]=[CH:12][N:13]=2)[CH2:4][CH2:3]1.CCN(CC)CC.[C:36](Cl)(=[O:39])[O:37][CH3:38]. Product: [N:20]1[C:21]2[C:26](=[CH:25][CH:24]=[CH:23][CH:22]=2)[CH:27]=[CH:28][C:19]=1[N:17]1[CH2:18][CH:15]([O:14][C:9]2[C:8]([CH:5]3[CH2:6][CH2:7][N:2]([C:36]([O:37][CH3:38])=[O:39])[CH2:3][CH2:4]3)=[N:13][CH:12]=[CH:11][N:10]=2)[CH2:16]1. The catalyst class is: 2. (4) Reactant: Br[C:2]1[CH:23]=[CH:22][C:5]([C:6]([NH:8][S:9]([C:12]2[CH:17]=[CH:16][CH:15]=[CH:14][C:13]=2[S:18](=[O:21])(=[O:20])[NH2:19])(=[O:11])=[O:10])=[O:7])=[CH:4][C:3]=1[O:24][CH3:25].[CH3:26][C:27]([CH3:40])([CH3:39])[C:28]#[C:29]B(OC(C)C)OC(C)C.C(=O)([O-])[O-].[Na+].[Na+]. Product: [CH3:26][C:27]([CH3:40])([CH3:39])[C:28]#[C:29][C:2]1[CH:23]=[CH:22][C:5]([C:6]([NH:8][S:9]([C:12]2[CH:17]=[CH:16][CH:15]=[CH:14][C:13]=2[S:18](=[O:21])(=[O:20])[NH2:19])(=[O:11])=[O:10])=[O:7])=[CH:4][C:3]=1[O:24][CH3:25]. The catalyst class is: 9. (5) Reactant: [O:1]1[CH2:6][CH:5]=[C:4]([C:7]2[CH:12]=[CH:11][C:10]([N:13]([CH3:24])[C:14]3[N:19]=[CH:18][C:17]4[N:20]=[CH:21][N:22]([CH3:23])[C:16]=4[CH:15]=3)=[C:9]([CH2:25][CH3:26])[CH:8]=2)[CH2:3][CH2:2]1. Product: [CH2:25]([C:9]1[CH:8]=[C:7]([CH:4]2[CH2:5][CH2:6][O:1][CH2:2][CH2:3]2)[CH:12]=[CH:11][C:10]=1[N:13]([CH3:24])[C:14]1[N:19]=[CH:18][C:17]2[N:20]=[CH:21][N:22]([CH3:23])[C:16]=2[CH:15]=1)[CH3:26]. The catalyst class is: 19.